Dataset: NCI-60 drug combinations with 297,098 pairs across 59 cell lines. Task: Regression. Given two drug SMILES strings and cell line genomic features, predict the synergy score measuring deviation from expected non-interaction effect. (1) Drug 1: CC1=C2C(C(=O)C3(C(CC4C(C3C(C(C2(C)C)(CC1OC(=O)C(C(C5=CC=CC=C5)NC(=O)OC(C)(C)C)O)O)OC(=O)C6=CC=CC=C6)(CO4)OC(=O)C)OC)C)OC. Drug 2: C1=NNC2=C1C(=O)NC=N2. Cell line: HOP-92. Synergy scores: CSS=22.6, Synergy_ZIP=-0.103, Synergy_Bliss=-0.492, Synergy_Loewe=-13.6, Synergy_HSA=1.10. (2) Drug 2: CN(CC1=CN=C2C(=N1)C(=NC(=N2)N)N)C3=CC=C(C=C3)C(=O)NC(CCC(=O)O)C(=O)O. Drug 1: C1=CN(C=N1)CC(O)(P(=O)(O)O)P(=O)(O)O. Synergy scores: CSS=9.33, Synergy_ZIP=-1.02, Synergy_Bliss=1.40, Synergy_Loewe=2.41, Synergy_HSA=-0.178. Cell line: EKVX. (3) Drug 1: COC1=CC(=CC(=C1O)OC)C2C3C(COC3=O)C(C4=CC5=C(C=C24)OCO5)OC6C(C(C7C(O6)COC(O7)C8=CC=CS8)O)O. Drug 2: CN(C)C1=NC(=NC(=N1)N(C)C)N(C)C. Cell line: MCF7. Synergy scores: CSS=31.7, Synergy_ZIP=-4.22, Synergy_Bliss=-5.16, Synergy_Loewe=-41.5, Synergy_HSA=-7.70.